Dataset: Catalyst prediction with 721,799 reactions and 888 catalyst types from USPTO. Task: Predict which catalyst facilitates the given reaction. (1) Reactant: [CH3:1][O:2][C:3](=[O:17])[C@@H:4]1[CH2:8][C@@H:7]([OH:9])[CH2:6][N:5]1[C:10]([O:12][C:13]([CH3:16])([CH3:15])[CH3:14])=[O:11].[CH3:18][C:19]1[CH:24]=[CH:23][C:22]([S:25](Cl)(=[O:27])=[O:26])=[CH:21][CH:20]=1. Product: [CH3:1][O:2][C:3]([CH:4]1[CH2:8][CH:7]([O:9][S:25]([C:22]2[CH:23]=[CH:24][C:19]([CH3:18])=[CH:20][CH:21]=2)(=[O:27])=[O:26])[CH2:6][N:5]1[C:10]([O:12][C:13]([CH3:14])([CH3:16])[CH3:15])=[O:11])=[O:17]. The catalyst class is: 298. (2) Product: [OH:4][CH2:5][C:6]1[C:7]([N:35]2[CH2:47][CH2:46][N:38]3[C:39]4[CH2:40][CH2:41][CH2:42][CH2:43][C:44]=4[CH:45]=[C:37]3[C:36]2=[O:48])=[N:8][CH:9]=[CH:10][C:11]=1[C:12]1[CH:17]=[C:16]([NH:18][C:19]2[CH:24]=[CH:23][C:22]([C:25]([N:27]3[CH2:32][CH2:31][O:30][CH2:29][CH2:28]3)=[O:26])=[CH:21][N:20]=2)[C:15](=[O:33])[N:14]([CH3:34])[N:13]=1. The catalyst class is: 854. Reactant: C([O:4][CH2:5][C:6]1[C:7]([N:35]2[CH2:47][CH2:46][N:38]3[C:39]4[CH2:40][CH2:41][CH2:42][CH2:43][C:44]=4[CH:45]=[C:37]3[C:36]2=[O:48])=[N:8][CH:9]=[CH:10][C:11]=1[C:12]1[CH:17]=[C:16]([NH:18][C:19]2[CH:24]=[CH:23][C:22]([C:25]([N:27]3[CH2:32][CH2:31][O:30][CH2:29][CH2:28]3)=[O:26])=[CH:21][N:20]=2)[C:15](=[O:33])[N:14]([CH3:34])[N:13]=1)(=O)C.[OH-].[Li+].O. (3) Reactant: [CH2:1]([O:3][C:4]1[CH:9]=[C:8]([O:10]CC2C=CC(OC)=CC=2)[N:7]=[CH:6][C:5]=1[C:20]1[CH:25]=[CH:24][C:23]([CH2:26][C:27]([NH:29][C:30]2[CH:31]=[N:32][C:33]([C:40]([CH3:44])([CH3:43])[CH2:41][OH:42])=[C:34]([C:36]([F:39])([F:38])[F:37])[CH:35]=2)=[O:28])=[C:22]([F:45])[CH:21]=1)[CH3:2].C(Cl)Cl. Product: [CH2:1]([O:3][C:4]1[C:5]([C:20]2[CH:25]=[CH:24][C:23]([CH2:26][C:27]([NH:29][C:30]3[CH:31]=[N:32][C:33]([C:40]([CH3:44])([CH3:43])[CH2:41][OH:42])=[C:34]([C:36]([F:39])([F:37])[F:38])[CH:35]=3)=[O:28])=[C:22]([F:45])[CH:21]=2)=[CH:6][NH:7][C:8](=[O:10])[CH:9]=1)[CH3:2]. The catalyst class is: 67. (4) Reactant: [F:1][C:2]1[CH:7]=[CH:6][C:5]([CH2:8][C:9](=O)[CH2:10][N:11]2[CH:15]=[CH:14][N:13]=[CH:12]2)=[CH:4][CH:3]=1.[Br-].[CH3:18][O:19][C:20]([C:22]1[CH:23]=[C:24]([CH:45]=[CH:46][CH:47]=1)[CH2:25][P+](C1C=CC=CC=1)(C1C=CC=CC=1)C1C=CC=CC=1)=[O:21].CC(C)([O-])C.[K+].[PH4+]. Product: [F:1][C:2]1[CH:7]=[CH:6][C:5]([C:8]([CH2:9][CH2:10][N:11]2[CH:15]=[CH:14][N:13]=[CH:12]2)=[CH:25][C:24]2[CH:23]=[C:22]([CH:47]=[CH:46][CH:45]=2)[C:20]([O:19][CH3:18])=[O:21])=[CH:4][CH:3]=1. The catalyst class is: 4.